From a dataset of Full USPTO retrosynthesis dataset with 1.9M reactions from patents (1976-2016). Predict the reactants needed to synthesize the given product. (1) The reactants are: [CH3:1][N:2]1[CH2:7][CH2:6][CH:5]([CH2:8][CH2:9][CH2:10][O:11][C:12]2[CH:19]=[CH:18][C:15]([C:16]#[N:17])=[CH:14][N:13]=2)[CH2:4][CH2:3]1.C[N:21]1[CH2:26][CH2:25][CH:24]([CH2:27][CH2:28][CH2:29]O)CC1.[H-].[Na+].Cl[C:34]1C=CC(C#N)=CN=1. Given the product [CH3:34][C:29]1[C:26]2[N:21]=[C:16]([C:15]3[CH:14]=[N:13][C:12]([O:11][CH2:10][CH2:9][CH2:8][CH:5]4[CH2:4][CH2:3][N:2]([CH3:1])[CH2:7][CH2:6]4)=[CH:19][CH:18]=3)[NH:17][C:25]=2[CH:24]=[CH:27][CH:28]=1, predict the reactants needed to synthesize it. (2) Given the product [Br:1][C:2]1[CH:6]=[N:5][N:4]([CH3:7])[C:3]=1[CH:8]([C:10]1[CH:15]=[CH:14][CH:13]=[CH:12][CH:11]=1)[OH:9], predict the reactants needed to synthesize it. The reactants are: [Br:1][C:2]1[CH:6]=[N:5][N:4]([CH3:7])[C:3]=1[CH:8]=[O:9].[C:10]1([Mg]Cl)[CH:15]=[CH:14][CH:13]=[CH:12][CH:11]=1.